This data is from Full USPTO retrosynthesis dataset with 1.9M reactions from patents (1976-2016). The task is: Predict the reactants needed to synthesize the given product. Given the product [Cl:1][C:2]1[C:16]([CH3:17])=[CH:15][C:5]([O:6][C:7]2[CH:14]=[CH:13][C:10]([CH2:11][NH2:12])=[CH:9][CH:8]=2)=[CH:4][C:3]=1[CH3:18], predict the reactants needed to synthesize it. The reactants are: [Cl:1][C:2]1[C:16]([CH3:17])=[CH:15][C:5]([O:6][C:7]2[CH:14]=[CH:13][C:10]([C:11]#[N:12])=[CH:9][CH:8]=2)=[CH:4][C:3]=1[CH3:18].C1COCC1.[H-].[Al+3].[Li+].[H-].[H-].[H-].[OH-].[Na+].